Dataset: Catalyst prediction with 721,799 reactions and 888 catalyst types from USPTO. Task: Predict which catalyst facilitates the given reaction. (1) Reactant: [OH:1][CH2:2][CH2:3][CH2:4][N:5]1[CH:10]=[C:9]([C:11]([F:14])([F:13])[F:12])[C:8](=[O:15])[NH:7][C:6]1=[O:16].CC(OI1(OC(C)=O)(OC(C)=O)OC(=O)C2C=CC=CC1=2)=O.CCOCC. Product: [F:13][C:11]([F:12])([F:14])[C:9]1[C:8](=[O:15])[NH:7][C:6](=[O:16])[N:5]([CH2:4][CH2:3][CH:2]=[O:1])[CH:10]=1. The catalyst class is: 1. (2) Reactant: [CH3:1][O:2][C:3]1[CH:11]=[C:10]2[C:6](/[C:7](=[CH:13]/[C:14]3[CH:19]=[CH:18][CH:17]=[C:16]([Cl:20])[CH:15]=3)/[C:8](=[O:12])[NH:9]2)=[CH:5][CH:4]=1.[F:21][C:22]1[CH:23]=[CH:24][C:25]([CH3:37])=[C:26]([CH:28]=[N:29][C:30]([O:32][Si](C)(C)C)=[CH2:31])[CH:27]=1. Product: [Cl:20][C:16]1[CH:15]=[C:14]([CH:13]2[CH2:31][C:30](=[O:32])[NH:29][CH:28]([C:26]3[CH:27]=[C:22]([F:21])[CH:23]=[CH:24][C:25]=3[CH3:37])[C:7]32[C:6]2[C:10](=[CH:11][C:3]([O:2][CH3:1])=[CH:4][CH:5]=2)[NH:9][C:8]3=[O:12])[CH:19]=[CH:18][CH:17]=1. The catalyst class is: 11. (3) Reactant: [F:1][C:2]1[C:3]([C:8]2NC=CN=2)=[N:4][CH:5]=[CH:6][CH:7]=1.FC1N=C(C2NC=CN=2)C=CC=1.[Li]CCCC.FC1C=NC=CC=1.C([O:39]CC)C. Product: [F:1][C:2]1[C:3]([CH:8]=[O:39])=[N:4][CH:5]=[CH:6][CH:7]=1. The catalyst class is: 136. (4) Reactant: [OH:1][C@@H:2]([CH3:20])[C@H:3]([NH:12]C(=O)OC(C)(C)C)[C:4]([N:6]([CH2:8][CH:9]([CH3:11])[CH3:10])[CH3:7])=[O:5].FC(F)(F)C(O)=O. Product: [NH2:12][C@@H:3]([C@@H:2]([OH:1])[CH3:20])[C:4]([N:6]([CH2:8][CH:9]([CH3:10])[CH3:11])[CH3:7])=[O:5]. The catalyst class is: 2. (5) Reactant: [CH:1]([O:4][C:5]1[N:10]=[C:9]([CH2:11][C:12](OCC)=[O:13])[C:8]([N+:17]([O-])=O)=[CH:7][CH:6]=1)([CH3:3])[CH3:2]. Product: [CH:1]([O:4][C:5]1[N:10]=[C:9]2[CH2:11][C:12](=[O:13])[NH:17][C:8]2=[CH:7][CH:6]=1)([CH3:3])[CH3:2]. The catalyst class is: 409.